Predict the reactants needed to synthesize the given product. From a dataset of Full USPTO retrosynthesis dataset with 1.9M reactions from patents (1976-2016). (1) Given the product [CH3:1][O:2][C:3]([C:5]1[C:6]([OH:24])=[C:7]2[C:12](=[CH:13][N:14]=1)[N:11]([CH2:15][C:16]1[CH:21]=[CH:20][CH:19]=[CH:18][CH:17]=1)[C:10](=[O:22])[C:9]([C:30]1[CH:31]=[CH:32][C:27]([C:26]([F:37])([F:36])[F:25])=[CH:28][CH:29]=1)=[CH:8]2)=[O:4], predict the reactants needed to synthesize it. The reactants are: [CH3:1][O:2][C:3]([C:5]1[C:6]([OH:24])=[C:7]2[C:12](=[CH:13][N:14]=1)[N:11]([CH2:15][C:16]1[CH:21]=[CH:20][CH:19]=[CH:18][CH:17]=1)[C:10](=[O:22])[C:9](Br)=[CH:8]2)=[O:4].[F:25][C:26]([F:37])([F:36])[C:27]1[CH:32]=[CH:31][C:30](B(O)O)=[CH:29][CH:28]=1.[O-]P([O-])([O-])=O.[K+].[K+].[K+].Cl. (2) Given the product [F:68][C:69]([F:77])([F:78])[C@H:70]1[CH2:71][CH2:72][C@H:73]([NH:76][C:27]([C:25]2[C:24]([O:30][CH2:31][C:32]([F:35])([F:34])[F:33])=[C:23]([F:36])[C:21]3[NH:22][C:18]([NH:17][C:3]4[C:4]([Cl:16])=[CH:5][CH:6]=[C:7]([CH2:8][NH:9][C:10](=[O:15])[C:11]([CH3:13])([CH3:14])[CH3:12])[C:2]=4[Cl:1])=[N:19][C:20]=3[CH:26]=2)=[O:28])[CH2:74][CH2:75]1, predict the reactants needed to synthesize it. The reactants are: [Cl:1][C:2]1[C:7]([CH2:8][NH:9][C:10](=[O:15])[C:11]([CH3:14])([CH3:13])[CH3:12])=[CH:6][CH:5]=[C:4]([Cl:16])[C:3]=1[NH:17][C:18]1[NH:22][C:21]2[C:23]([F:36])=[C:24]([O:30][CH2:31][C:32]([F:35])([F:34])[F:33])[C:25]([C:27](O)=[O:28])=[CH:26][C:20]=2[N:19]=1.CN(C(ON1N=NC2C=CC=CC1=2)=[N+](C)C)C.[B-](F)(F)(F)F.CCN(C(C)C)C(C)C.[F:68][C:69]([F:78])([F:77])[C@H:70]1[CH2:75][CH2:74][C@H:73]([NH2:76])[CH2:72][CH2:71]1. (3) The reactants are: [Cl:1][C:2]1[CH:3]=[N:4][C:5]2[CH:6]=[CH:7][C:8](=[O:17])[N:9]3[CH2:13][C:12]([OH:16])([CH2:14][OH:15])[C:11]=1[C:10]=23.C(N(CC)CC)C.[C:25]1([CH3:35])[CH:30]=[CH:29][C:28]([S:31](Cl)(=[O:33])=[O:32])=[CH:27][CH:26]=1.O. Given the product [CH3:35][C:25]1[CH:30]=[CH:29][C:28]([S:31]([O:15][CH2:14][C:12]2([OH:16])[C:11]3=[C:2]([Cl:1])[CH:3]=[N:4][C:5]4[CH:6]=[CH:7][C:8](=[O:17])[N:9]([C:10]=43)[CH2:13]2)(=[O:33])=[O:32])=[CH:27][CH:26]=1, predict the reactants needed to synthesize it.